The task is: Binary Classification. Given a T-cell receptor sequence (or CDR3 region) and an epitope sequence, predict whether binding occurs between them.. This data is from TCR-epitope binding with 47,182 pairs between 192 epitopes and 23,139 TCRs. (1) The epitope is NLVPMVATV. The TCR CDR3 sequence is CASRDSLNEKLFF. Result: 1 (the TCR binds to the epitope). (2) The epitope is KLPDDFTGCV. The TCR CDR3 sequence is CASSRASGTYEQYF. Result: 0 (the TCR does not bind to the epitope). (3) The epitope is RQLLFVVEV. The TCR CDR3 sequence is CASSQDGRGTGFPYEQYF. Result: 1 (the TCR binds to the epitope). (4) The epitope is SEVGPEHSLAEY. The TCR CDR3 sequence is CASSQGPSGNYEQYF. Result: 1 (the TCR binds to the epitope). (5) The epitope is VTEHDTLLY. The TCR CDR3 sequence is CSALGGDGETQYF. Result: 1 (the TCR binds to the epitope).